This data is from Catalyst prediction with 721,799 reactions and 888 catalyst types from USPTO. The task is: Predict which catalyst facilitates the given reaction. (1) Reactant: [NH:1]1[C:5]2[CH:6]=[CH:7][CH:8]=[CH:9][C:4]=2[N:3]=[N:2]1.[CH:10]1([NH2:16])[CH2:15][CH2:14][CH2:13][CH2:12][CH2:11]1.[CH2:17]=O. Product: [N:1]1([CH2:17][NH:16][CH:10]2[CH2:15][CH2:14][CH2:13][CH2:12][CH2:11]2)[C:5]2[CH:6]=[CH:7][CH:8]=[CH:9][C:4]=2[N:3]=[N:2]1. The catalyst class is: 28. (2) Reactant: [C:1]([C:3]1[CH:4]=[N:5][C:6]([N:9]([CH3:13])[C:10](=[O:12])[CH3:11])=[N:7][CH:8]=1)#[N:2].[OH-].N. Product: [NH2:2][CH2:1][C:3]1[CH:4]=[N:5][C:6]([N:9]([CH3:13])[C:10](=[O:12])[CH3:11])=[N:7][CH:8]=1. The catalyst class is: 94. (3) Reactant: [C:1]1([CH3:18])[CH:6]=[CH:5][CH:4]=[CH:3][C:2]=1[N:7]1[C:11]2[CH:12]=[CH:13][CH:14]=[C:15]([C:16]#[N:17])[C:10]=2[N:9]=[CH:8]1.[I:19][CH3:20]. Product: [I-:19].[C:16]([C:15]1[C:10]2[N+:9]([CH3:20])=[CH:8][N:7]([C:2]3[CH:3]=[CH:4][CH:5]=[CH:6][C:1]=3[CH3:18])[C:11]=2[CH:12]=[CH:13][CH:14]=1)#[N:17]. The catalyst class is: 23. (4) Reactant: [C:1]1([S:7]([O:10]C)(=[O:9])=[O:8])[CH:6]=[CH:5][CH:4]=[CH:3][CH:2]=1.[C:12]([C:14]1[CH:19]=[CH:18][C:17]([N:20]2[C:24]([C:25]3[N:29]([C:30]([NH:32][CH2:33][CH2:34][CH2:35][N:36]([CH3:38])[CH3:37])=[O:31])[C:28](=[O:39])[N:27]([C:40]4[CH:45]=[CH:44][CH:43]=[C:42]([C:46]([F:49])([F:48])[F:47])[CH:41]=4)[C:26]=3[CH3:50])=[CH:23][CH:22]=[N:21]2)=[CH:16][CH:15]=1)#[N:13].O.CCOC(C)=O. Product: [C:12]([C:14]1[CH:19]=[CH:18][C:17]([N:20]2[C:24]([C:25]3[N:29]([C:30]([NH:32][CH2:33][CH2:34][CH2:35][N+:36]([CH3:1])([CH3:37])[CH3:38])=[O:31])[C:28](=[O:39])[N:27]([C:40]4[CH:45]=[CH:44][CH:43]=[C:42]([C:46]([F:49])([F:47])[F:48])[CH:41]=4)[C:26]=3[CH3:50])=[CH:23][CH:22]=[N:21]2)=[CH:16][CH:15]=1)#[N:13].[C:1]1([S:7]([O-:10])(=[O:9])=[O:8])[CH:6]=[CH:5][CH:4]=[CH:3][CH:2]=1. The catalyst class is: 1.